From a dataset of Choline transporter screen with 302,306 compounds. Binary Classification. Given a drug SMILES string, predict its activity (active/inactive) in a high-throughput screening assay against a specified biological target. (1) The drug is s1c(C(Oc2ccc(/C=C(\c3[nH]c4c(n3)cccc4)C#N)cc2)=O)ccc1. The result is 0 (inactive). (2) The molecule is Fc1ccc(CNC(=O)Nc2ccc(C(C)C)cc2)cc1. The result is 0 (inactive). (3) The drug is Clc1ccc(/C=C2/SC(=S)N(CC(=O)N(C3CS(=O)(=O)CC3)C)C2=O)cc1. The result is 0 (inactive). (4) The drug is S(=O)(=O)(NCCc1n2nc(SC(C)C(OCC)=O)ccc2nn1)c1ccccc1. The result is 0 (inactive).